This data is from Full USPTO retrosynthesis dataset with 1.9M reactions from patents (1976-2016). The task is: Predict the reactants needed to synthesize the given product. (1) Given the product [Br:1][C:2]1[C:3]([N:29]([CH3:28])[CH2:30][CH2:31][OH:32])=[C:4]2[C:10]([C:11]3[CH:16]=[CH:15][CH:14]=[CH:13][C:12]=3[O:17][CH3:18])=[CH:9][N:8]([CH2:19][O:20][CH2:21][CH2:22][Si:23]([CH3:26])([CH3:25])[CH3:24])[C:5]2=[N:6][CH:7]=1, predict the reactants needed to synthesize it. The reactants are: [Br:1][C:2]1[C:3](Cl)=[C:4]2[C:10]([C:11]3[CH:16]=[CH:15][CH:14]=[CH:13][C:12]=3[O:17][CH3:18])=[CH:9][N:8]([CH2:19][O:20][CH2:21][CH2:22][Si:23]([CH3:26])([CH3:25])[CH3:24])[C:5]2=[N:6][CH:7]=1.[CH3:28][NH:29][CH2:30][CH2:31][OH:32]. (2) Given the product [I:23][C:2]1[CH:10]=[C:9]([N+:11]([O-:13])=[O:12])[CH:8]=[CH:7][C:3]=1[C:4]([OH:6])=[O:5], predict the reactants needed to synthesize it. The reactants are: N[C:2]1[CH:10]=[C:9]([N+:11]([O-:13])=[O:12])[CH:8]=[CH:7][C:3]=1[C:4]([OH:6])=[O:5].S(=O)(=O)(O)O.N([O-])=O.[Na+].[I-:23].[K+].